This data is from Forward reaction prediction with 1.9M reactions from USPTO patents (1976-2016). The task is: Predict the product of the given reaction. (1) The product is: [Cl:17][C:18]1[CH:19]=[C:20]([CH:23]=[C:24]([O:16][C:9]2[C:10]([F:15])=[CH:11][CH:12]=[C:13]([CH3:14])[C:8]=2[Cl:7])[CH:25]=1)[C:21]#[N:22]. Given the reactants C(O[K])(C)(C)C.[Cl:7][C:8]1[C:13]([CH3:14])=[CH:12][CH:11]=[C:10]([F:15])[C:9]=1[OH:16].[Cl:17][C:18]1[CH:19]=[C:20]([CH:23]=[C:24](F)[CH:25]=1)[C:21]#[N:22].C1OCCOCCOCCOCCOCCOC1, predict the reaction product. (2) Given the reactants P(Cl)(Cl)([Cl:3])=O.[C:6]([C:8]1[C:9]([C:17]2[CH:22]=[CH:21][CH:20]=[C:19]([O:23][CH3:24])[CH:18]=2)=[N:10][C:11]([S:15][CH3:16])=[N:12][C:13]=1O)#[N:7].CN(C)C1C=CC=CC=1.O, predict the reaction product. The product is: [Cl:3][C:13]1[N:12]=[C:11]([S:15][CH3:16])[N:10]=[C:9]([C:17]2[CH:22]=[CH:21][CH:20]=[C:19]([O:23][CH3:24])[CH:18]=2)[C:8]=1[C:6]#[N:7]. (3) Given the reactants O[C:2]1[CH:7]=[CH:6][C:5]2[CH:8]3[CH2:13][CH2:12][N:11]([C:14]([O:16][C:17]([CH3:20])([CH3:19])[CH3:18])=[O:15])[CH2:10][CH:9]3[O:21][C:4]=2[CH:3]=1.C(N1CC=CC(O)C1)(OC(C)(C)C)=[O:23].BrC1C=C(OC)C=CC=1O, predict the reaction product. The product is: [OH:23][C:7]1[CH:2]=[CH:3][C:4]2[O:21][CH:9]3[CH2:10][N:11]([C:14]([O:16][C:17]([CH3:20])([CH3:19])[CH3:18])=[O:15])[CH2:12][CH2:13][CH:8]3[C:5]=2[CH:6]=1. (4) Given the reactants [NH2:1][CH:2]([C:11]1[C:16]([O:17][CH3:18])=[CH:15][CH:14]=[CH:13][C:12]=1[O:19][CH3:20])[CH2:3][CH2:4][CH2:5][CH2:6][C:7]([O:9]C)=O.[N:21]1[C:30]2[C:25](=[CH:26][CH:27]=[CH:28][CH:29]=2)[CH:24]=[CH:23][C:22]=1[CH:31]=O, predict the reaction product. The product is: [CH3:20][O:19][C:12]1[CH:13]=[CH:14][CH:15]=[C:16]([O:17][CH3:18])[C:11]=1[CH:2]1[N:1]([CH2:31][C:22]2[CH:23]=[CH:24][C:25]3[C:30](=[CH:29][CH:28]=[CH:27][CH:26]=3)[N:21]=2)[C:7](=[O:9])[CH2:6][CH2:5][CH2:4][CH2:3]1. (5) Given the reactants CC1CCNCC1.[CH3:8][S:9]([N:12]1[CH2:17][CH2:16][CH2:15][CH2:14][C:13]1=O)(=[O:11])=[O:10].[F:19][C:20]([F:31])([F:30])[C:21]1[CH:29]=[CH:28][C:24]([C:25](Cl)=[O:26])=[CH:23][CH:22]=1.C(OC(C)C)(=[O:34])C, predict the reaction product. The product is: [CH3:8][S:9]([N:12]1[CH2:17][CH2:16][C:15](=[O:34])[CH:14]([C:25](=[O:26])[C:24]2[CH:28]=[CH:29][C:21]([C:20]([F:31])([F:30])[F:19])=[CH:22][CH:23]=2)[CH2:13]1)(=[O:11])=[O:10]. (6) Given the reactants [N:1]1[CH:6]=[CH:5][CH:4]=[CH:3][C:2]=1[S:7][S:8][CH2:9][CH2:10][CH2:11][C:12]([OH:14])=[O:13].[S:15](Cl)(=[O:18])(=[O:17])[OH:16].CCN(C(C)C)C(C)C, predict the reaction product. The product is: [N:1]1[CH:6]=[CH:5][CH:4]=[CH:3][C:2]=1[S:7][S:8][CH2:9][CH2:10][CH:11]([S:15]([OH:18])(=[O:17])=[O:16])[C:12]([OH:14])=[O:13].